From a dataset of Full USPTO retrosynthesis dataset with 1.9M reactions from patents (1976-2016). Predict the reactants needed to synthesize the given product. (1) Given the product [CH3:1][O:2][C:3](=[O:24])[CH2:4][C:5]1[CH:10]=[CH:9][CH:8]=[C:7]([O:11][C:12]2[CH:17]=[CH:16][C:15]([C:18]([F:21])([F:20])[F:19])=[CH:14][C:13]=2[CH2:22][NH:26][CH3:25])[CH:6]=1, predict the reactants needed to synthesize it. The reactants are: [CH3:1][O:2][C:3](=[O:24])[CH2:4][C:5]1[CH:10]=[CH:9][CH:8]=[C:7]([O:11][C:12]2[CH:17]=[CH:16][C:15]([C:18]([F:21])([F:20])[F:19])=[CH:14][C:13]=2[CH:22]=O)[CH:6]=1.[CH3:25][NH2:26]. (2) Given the product [CH3:8][C:7]1[N:6]([CH2:9][CH2:10][C:11]2[CH:20]=[CH:19][C:14]([C:15]([O:17][CH3:18])=[O:16])=[CH:13][CH:12]=2)[C:5](=[O:21])[CH:4]=[CH:3][C:2]=1[C:22]1[CH:27]=[CH:26][CH:25]=[CH:24][CH:23]=1, predict the reactants needed to synthesize it. The reactants are: Br[C:2]1[CH:3]=[CH:4][C:5](=[O:21])[N:6]([CH2:9][CH2:10][C:11]2[CH:20]=[CH:19][C:14]([C:15]([O:17][CH3:18])=[O:16])=[CH:13][CH:12]=2)[C:7]=1[CH3:8].[C:22]1(B(O)O)[CH:27]=[CH:26][CH:25]=[CH:24][CH:23]=1.P([O-])([O-])([O-])=O.[K+].[K+].[K+]. (3) Given the product [CH:31]([C:7]1[N:6]=[C:5]2[N:4]([CH3:34])[N:3]=[CH:2][C:10]2=[C:9]([C:11]2[CH:12]=[CH:13][C:14]([NH:17][C:18]([NH:20][C:21]3[CH:26]=[CH:25][CH:24]=[C:23]([C:27]([F:28])([F:29])[F:30])[CH:22]=3)=[O:19])=[CH:15][CH:16]=2)[CH:8]=1)([CH3:33])[CH3:32], predict the reactants needed to synthesize it. The reactants are: N[C:2]1[C:10]2[C:5](=[N:6][C:7]([CH:31]([CH3:33])[CH3:32])=[CH:8][C:9]=2[C:11]2[CH:16]=[CH:15][C:14]([NH:17][C:18]([NH:20][C:21]3[CH:26]=[CH:25][CH:24]=[C:23]([C:27]([F:30])([F:29])[F:28])[CH:22]=3)=[O:19])=[CH:13][CH:12]=2)[N:4]([CH3:34])[N:3]=1.S(=O)(=O)(O)O.N([O-])=O.[Na+]. (4) The reactants are: [NH2:1][C:2]1[CH:3]=[C:4]([C:8]2[CH:17]=[CH:16][C:15]3[N:14]=[CH:13][C:12]4[N:18]([CH3:32])[N:19]=[C:20]([C:21]5[CH:26]=[CH:25][C:24]([C:27]([CH3:31])([CH3:30])[C:28]#[N:29])=[CH:23][CH:22]=5)[C:11]=4[C:10]=3[CH:9]=2)[CH:5]=[N:6][CH:7]=1.[CH3:33][S:34](Cl)(=[O:36])=[O:35]. Given the product [C:28]([C:27]([C:24]1[CH:23]=[CH:22][C:21]([C:20]2[C:11]3[C:10]4[CH:9]=[C:8]([C:4]5[CH:3]=[C:2]([NH:1][S:34]([CH3:33])(=[O:36])=[O:35])[CH:7]=[N:6][CH:5]=5)[CH:17]=[CH:16][C:15]=4[N:14]=[CH:13][C:12]=3[N:18]([CH3:32])[N:19]=2)=[CH:26][CH:25]=1)([CH3:30])[CH3:31])#[N:29], predict the reactants needed to synthesize it.